Dataset: Full USPTO retrosynthesis dataset with 1.9M reactions from patents (1976-2016). Task: Predict the reactants needed to synthesize the given product. (1) Given the product [CH2:21]([C:5]1([CH2:1][CH2:2][CH2:3][CH3:4])[CH2:13][C:12]2[C:7](=[CH:8][CH:9]=[C:10]([O:14][CH3:15])[CH:11]=2)[C:6]1=[O:16])[CH:20]=[CH2:19], predict the reactants needed to synthesize it. The reactants are: [CH2:1]([CH:5]1[CH2:13][C:12]2[C:7](=[CH:8][CH:9]=[C:10]([O:14][CH3:15])[CH:11]=2)[C:6]1=[O:16])[CH2:2][CH2:3][CH3:4].[H-].[Na+].[CH2:19](I)[CH:20]=[CH2:21]. (2) Given the product [F:1][C:2]1[CH:3]=[C:4]([CH:53]=[CH:54][CH:55]=1)[CH2:5][N:6]1[C:10]([CH3:11])=[C:9]([C:12]2[C:20]3[C:15](=[N:16][CH:17]=[C:18]([C:21]4[CH:26]=[CH:25][C:24]([N:27]5[CH2:32][CH2:31][N:30]([C:33]([O:35][C:36]([CH3:38])([CH3:39])[CH3:37])=[O:34])[CH2:29][CH2:28]5)=[C:23]([O:40][CH3:41])[CH:22]=4)[CH:19]=3)[NH:14][CH:13]=2)[C:8]([CH3:52])=[N:7]1, predict the reactants needed to synthesize it. The reactants are: [F:1][C:2]1[CH:3]=[C:4]([CH:53]=[CH:54][CH:55]=1)[CH2:5][N:6]1[C:10]([CH3:11])=[C:9]([C:12]2[C:20]3[C:15](=[N:16][CH:17]=[C:18]([C:21]4[CH:26]=[CH:25][C:24]([N:27]5[CH2:32][CH2:31][N:30]([C:33]([O:35][C:36]([CH3:39])([CH3:38])[CH3:37])=[O:34])[CH2:29][CH2:28]5)=[C:23]([O:40][CH3:41])[CH:22]=4)[CH:19]=3)[N:14](S(C3C=CC(C)=CC=3)(=O)=O)[CH:13]=2)[C:8]([CH3:52])=[N:7]1.[OH-].[Li+]. (3) Given the product [CH3:16][C:15]([CH3:18])([CH3:17])[C:14](=[O:19])[CH2:13][N:12]1[C:4]2=[N:3][C:2]([N:29]3[CH2:30][C@@H:25]4[CH2:31][C@H:28]3[CH2:27][O:26]4)=[CH:7][C:6](=[O:8])[N:5]2[CH2:9][CH2:10][C@H:11]1[C:20]([F:23])([F:22])[F:21], predict the reactants needed to synthesize it. The reactants are: Cl[C:2]1[N:3]=[C:4]2[N:12]([CH2:13][C:14](=[O:19])[C:15]([CH3:18])([CH3:17])[CH3:16])[C@H:11]([C:20]([F:23])([F:22])[F:21])[CH2:10][CH2:9][N:5]2[C:6](=[O:8])[CH:7]=1.Cl.[C@H:25]12[CH2:31][C@H:28]([NH:29][CH2:30]1)[CH2:27][O:26]2.C(N(CC)CC)C.